This data is from Catalyst prediction with 721,799 reactions and 888 catalyst types from USPTO. The task is: Predict which catalyst facilitates the given reaction. (1) Product: [F:1][C:2]1[CH:3]=[C:4]([NH:5][C:43]([NH:60][CH:58]([C:55]2[CH:56]=[CH:57][C:52]([F:51])=[CH:53][CH:54]=2)[CH3:59])=[O:49])[CH:6]=[CH:7][C:8]=1[O:9][C:10]1[C:19]2[C:14](=[CH:15][C:16]([O:22][CH2:23][CH2:24][CH2:25][N:26]3[CH2:31][CH2:30][O:29][CH2:28][CH2:27]3)=[C:17]([O:20][CH3:21])[CH:18]=2)[N:13]=[CH:12][CH:11]=1. The catalyst class is: 22. Reactant: [F:1][C:2]1[CH:3]=[C:4]([CH:6]=[CH:7][C:8]=1[O:9][C:10]1[C:19]2[C:14](=[CH:15][C:16]([O:22][CH2:23][CH2:24][CH2:25][N:26]3[CH2:31][CH2:30][O:29][CH2:28][CH2:27]3)=[C:17]([O:20][CH3:21])[CH:18]=2)[N:13]=[CH:12][CH:11]=1)[NH2:5].C(N(CC)CC)C.ClC(Cl)(O[C:43](=[O:49])OC(Cl)(Cl)Cl)Cl.[F:51][C:52]1[CH:57]=[CH:56][C:55]([CH:58]([NH2:60])[CH3:59])=[CH:54][CH:53]=1. (2) Reactant: Cl[C:2]1[N:11]=[C:10]([NH:12][CH2:13][C:14]2[CH:19]=[CH:18][CH:17]=[CH:16][N:15]=2)[C:9]2[C:4](=[CH:5][CH:6]=[CH:7][C:8]=2[C:20]2[CH:25]=[CH:24][CH:23]=[CH:22][CH:21]=2)[N:3]=1.CC1(C)C(C)(C)OB([C:34]2[CH:35]=[C:36]([C:40]3[O:44][CH:43]=[N:42][CH:41]=3)[CH:37]=[N:38][CH:39]=2)O1.C(=O)([O-])[O-].[K+].[K+]. Product: [O:44]1[C:40]([C:36]2[CH:35]=[C:34]([C:2]3[N:11]=[C:10]([NH:12][CH2:13][C:14]4[CH:19]=[CH:18][CH:17]=[CH:16][N:15]=4)[C:9]4[C:4](=[CH:5][CH:6]=[CH:7][C:8]=4[C:20]4[CH:25]=[CH:24][CH:23]=[CH:22][CH:21]=4)[N:3]=3)[CH:39]=[N:38][CH:37]=2)=[CH:41][N:42]=[CH:43]1. The catalyst class is: 38.